From a dataset of Catalyst prediction with 721,799 reactions and 888 catalyst types from USPTO. Predict which catalyst facilitates the given reaction. (1) Reactant: [CH3:1][O:2][C:3]1[C:8]2[N:9]=[C:10]([NH:12][C:13]([C:15]3[S:16][C:17]([CH3:20])=[CH:18][CH:19]=3)=[O:14])[S:11][C:7]=2[C:6]([N:21]2[CH2:26][CH2:25][NH:24][CH2:23][CH2:22]2)=[CH:5][CH:4]=1.[C:27](Cl)(=[O:29])[CH3:28].N1C=CC=CC=1. Product: [C:27]([N:24]1[CH2:23][CH2:22][N:21]([C:6]2[C:7]3[S:11][C:10]([NH:12][C:13]([C:15]4[S:16][C:17]([CH3:20])=[CH:18][CH:19]=4)=[O:14])=[N:9][C:8]=3[C:3]([O:2][CH3:1])=[CH:4][CH:5]=2)[CH2:26][CH2:25]1)(=[O:29])[CH3:28]. The catalyst class is: 3. (2) Reactant: C[O:2][C:3]1[CH:8]=[CH:7][C:6]([N:9]2[C:18]3[C:13](=[CH:14][C:15]([OH:21])=[C:16]([CH3:20])[C:17]=3[CH3:19])[CH2:12][CH2:11][CH:10]2[CH3:22])=[CH:5][CH:4]=1.B(Br)(Br)Br. Product: [OH:2][C:3]1[CH:4]=[CH:5][C:6]([N:9]2[C:18]3[C:13](=[CH:14][C:15]([OH:21])=[C:16]([CH3:20])[C:17]=3[CH3:19])[CH2:12][CH2:11][CH:10]2[CH3:22])=[CH:7][CH:8]=1. The catalyst class is: 2. (3) Reactant: Cl[C:2]1[N:3]=[C:4]([N:12]2[CH2:17][CH2:16][O:15][CH2:14][CH2:13]2)[C:5]2[CH:10]=[C:9](I)S[C:6]=2[N:7]=1.[C:18]([NH:21][C:22]1[CH:23]=[C:24](B(O)O)[CH:25]=[CH:26][CH:27]=1)(=[O:20])[CH3:19].C([O-])([O-])=[O:32].[Na+].[Na+].CC1(C)C(C)(C)OB([C:45]2[CH:46]=[N:47][C:48]([NH2:51])=[N:49][CH:50]=2)O1. Product: [NH2:51][C:48]1[N:49]=[CH:50][C:45]([C:2]2[N:3]=[C:4]([N:12]3[CH2:17][CH2:16][O:15][CH2:14][CH2:13]3)[C:5]3[CH:10]=[C:9]([C:26]4[CH:27]=[C:22]([NH:21][C:18](=[O:20])[CH3:19])[CH:23]=[CH:24][CH:25]=4)[O:32][C:6]=3[N:7]=2)=[CH:46][N:47]=1. The catalyst class is: 745.